This data is from Forward reaction prediction with 1.9M reactions from USPTO patents (1976-2016). The task is: Predict the product of the given reaction. Given the reactants [CH3:1][O:2][C:3]([C:5]1[CH:9]=[C:8]([Br:10])[N:7]([CH:11]([CH3:13])[CH3:12])[C:6]=1[CH:14]([C:16]1[CH:21]=[CH:20][C:19]([Cl:22])=[CH:18][CH:17]=1)O)=[O:4].[CH3:23][N:24]1[C:28]([NH2:29])=[CH:27][C:26]([CH3:30])=[N:25]1.C(OC(C1C=CN(C(C)C)C=1C(C1C=CC(Cl)=CC=1)O)=O)C.NC1C(=O)N(C)C=C(Cl)C=1, predict the reaction product. The product is: [CH3:1][O:2][C:3]([C:5]1[CH:9]=[C:8]([Br:10])[N:7]([CH:11]([CH3:13])[CH3:12])[C:6]=1[CH:14]([C:16]1[CH:21]=[CH:20][C:19]([Cl:22])=[CH:18][CH:17]=1)[NH:29][C:28]1[N:24]([CH3:23])[N:25]=[C:26]([CH3:30])[CH:27]=1)=[O:4].